From a dataset of Retrosynthesis with 50K atom-mapped reactions and 10 reaction types from USPTO. Predict the reactants needed to synthesize the given product. (1) Given the product Cc1nc(C(F)(F)F)ccc1Cn1nc2c(-c3ccncc3)c(Cl)ccn2c1=O, predict the reactants needed to synthesize it. The reactants are: CC1(C)OB(c2ccncc2)OC1(C)C.Cc1nc(C(F)(F)F)ccc1Cn1nc2c(Br)c(Cl)ccn2c1=O. (2) Given the product CCOC(=O)CCCOc1cccc(CCCCCCOc2cc(C(=O)N3CCC(F)(F)C3)cc(-c3ccccc3)c2)c1CCC(=O)OCC, predict the reactants needed to synthesize it. The reactants are: CCOC(=O)CCCOc1cccc(CCCCCCOc2cc(Br)cc(C(=O)N3CCC(F)(F)C3)c2)c1CCC(=O)OCC.OB(O)c1ccccc1. (3) Given the product COCc1ccc(-c2cc(Cc3ccc(OCc4ccccn4)cc3)no2)c(N)n1, predict the reactants needed to synthesize it. The reactants are: COCc1ccc(-c2cc(Cc3ccc(O)cc3)no2)c(N)n1.ClCc1ccccn1.